Dataset: Forward reaction prediction with 1.9M reactions from USPTO patents (1976-2016). Task: Predict the product of the given reaction. (1) The product is: [C:8]([C:10]1[CH:11]=[C:12]2[C:16](=[CH:17][CH:18]=1)[NH:15][C:14](=[O:19])[C@@:13]2([NH:29][C:30]([N:32]1[CH2:35][C:34]2([CH2:36][N:37]([CH:53]3[CH2:54][CH2:63][N:64]([C:3]([O:5][C:49]([CH3:52])([CH3:51])[CH3:50])=[O:4])[CH2:59][CH2:58]3)[CH2:38]2)[CH2:33]1)=[O:31])[C:20]1[C:21]([O:26][CH2:27][CH3:28])=[N:22][CH:23]=[CH:24][CH:25]=1)#[N:9]. Given the reactants FC(F)(F)[C:3]([OH:5])=[O:4].[C:8]([C:10]1[CH:11]=[C:12]2[C:16](=[CH:17][CH:18]=1)[NH:15][C:14](=[O:19])[C@@:13]2([NH:29][C:30]([N:32]1[CH2:35][C:34]2([CH2:38][NH:37][CH2:36]2)[CH2:33]1)=[O:31])[C:20]1[C:21]([O:26][CH2:27][CH3:28])=[N:22][CH:23]=[CH:24][CH:25]=1)#[N:9].O=C1CCN(C(O[C:49]([CH3:52])([CH3:51])[CH3:50])=O)CC1.[C:53]([O-])(=O)[CH3:54].[Na+].[C:58](O)(=O)[CH3:59].[B-][C:63]#[N:64].[Na+].C([O-])([O-])=O.[K+].[K+], predict the reaction product. (2) Given the reactants C(OC(=O)[N:7]([S:13]([C:16]1[CH:21]=[CH:20][C:19]([O:22][C:23]2[CH:24]=[N:25][C:26](Cl)=[CH:27][C:28]=2[C:29]2[CH:30]=[N:31][CH:32]=[N:33][CH:34]=2)=[C:18]([C:36]#[N:37])[CH:17]=1)(=[O:15])=[O:14])[C:8]1[N:9]=[CH:10][S:11][CH:12]=1)(C)(C)C.[F:39][C:40]1[CH:41]=[C:42](B(O)O)[CH:43]=[CH:44][CH:45]=1.C([O-])([O-])=O.[Na+].[Na+].O, predict the reaction product. The product is: [C:36]([C:18]1[CH:17]=[C:16]([S:13]([NH:7][C:8]2[N:9]=[CH:10][S:11][CH:12]=2)(=[O:14])=[O:15])[CH:21]=[CH:20][C:19]=1[O:22][C:23]1[CH:24]=[N:25][C:26]([C:44]2[CH:43]=[CH:42][CH:41]=[C:40]([F:39])[CH:45]=2)=[CH:27][C:28]=1[C:29]1[CH:34]=[N:33][CH:32]=[N:31][CH:30]=1)#[N:37]. (3) The product is: [NH2:57][C:53]1([C:50]2[CH:51]=[CH:52][C:47]([C:37]3[C:36](=[O:64])[C:35]4[C:40](=[C:31]([Br:30])[CH:32]=[CH:33][CH:34]=4)[O:39][C:38]=3[C:41]3[CH:42]=[CH:43][CH:44]=[CH:45][CH:46]=3)=[CH:48][CH:49]=2)[CH2:56][O:55][CH2:54]1. Given the reactants NC1(C2C=CC(C3C(=O)C4C(=CC=C(F)C=4)OC=3C3C=CC=CC=3)=CC=2)CCC1.[Br:30][C:31]1[CH:32]=[CH:33][CH:34]=[C:35]2[C:40]=1[O:39][C:38]([C:41]1[CH:46]=[CH:45][CH:44]=[CH:43][CH:42]=1)=[C:37]([C:47]1[CH:52]=[CH:51][C:50]([C:53]3([NH:57]S(C(C)(C)C)=O)[CH2:56][O:55][CH2:54]3)=[CH:49][CH:48]=1)[C:36]2=[O:64], predict the reaction product. (4) Given the reactants [CH2:1]([C:4]1[CH:5]=[C:6]([CH:9]=[CH:10][C:11]=1[OH:12])[CH:7]=[O:8])[CH:2]=[CH2:3].[CH3:13][C:14]1[O:18][C:17]([C:19]2[CH:24]=[CH:23][CH:22]=[CH:21][CH:20]=2)=[N:16][C:15]=1[CH2:25][CH2:26]OS(C)(=O)=O, predict the reaction product. The product is: [CH2:1]([C:4]1[CH:5]=[C:6]([CH:9]=[CH:10][C:11]=1[O:12][CH2:26][CH2:25][C:15]1[N:16]=[C:17]([C:19]2[CH:24]=[CH:23][CH:22]=[CH:21][CH:20]=2)[O:18][C:14]=1[CH3:13])[CH:7]=[O:8])[CH:2]=[CH2:3]. (5) Given the reactants [Br:1][C:2]1[C:3]([OH:11])=[CH:4][C:5]([Cl:10])=[C:6]([CH:9]=1)[C:7]#[N:8].[CH2:12](Br)[CH:13]=[CH2:14].C([O-])([O-])=O.[K+].[K+], predict the reaction product. The product is: [CH2:14]([O:11][C:3]1[C:2]([Br:1])=[CH:9][C:6]([C:7]#[N:8])=[C:5]([Cl:10])[CH:4]=1)[CH:13]=[CH2:12]. (6) Given the reactants C(OC([N:8]([CH2:39][C:40]([O:42]C(C)(C)C)=[O:41])[C:9]1[CH:14]=[CH:13][CH:12]=[C:11]([CH:15]([CH2:26][C:27]2[S:28][C:29]([C:32]([CH3:38])([CH3:37])[CH2:33][CH2:34][CH2:35][CH3:36])=[CH:30][CH:31]=2)[NH:16][S:17]([C:20]2[CH:21]=[N:22][CH:23]=[CH:24][CH:25]=2)(=[O:19])=[O:18])[N:10]=1)=O)(C)(C)C.FC(F)(F)C(O)=O, predict the reaction product. The product is: [CH3:38][C:32]([C:29]1[S:28][C:27]([CH2:26][CH:15]([NH:16][S:17]([C:20]2[CH:21]=[N:22][CH:23]=[CH:24][CH:25]=2)(=[O:18])=[O:19])[C:11]2[N:10]=[C:9]([NH:8][CH2:39][C:40]([OH:42])=[O:41])[CH:14]=[CH:13][CH:12]=2)=[CH:31][CH:30]=1)([CH3:37])[CH2:33][CH2:34][CH2:35][CH3:36]. (7) Given the reactants [O:1]1[CH2:3][C@H:2]1[CH2:4][O:5][C:6]1[CH:14]=[CH:13][CH:12]=[C:11]2[C:7]=1[CH:8]=[CH:9][NH:10]2.Cl.[NH2:16][C@@H:17]([CH2:20][C:21]1[CH:26]=[CH:25][C:24]([OH:27])=[CH:23][CH:22]=1)[CH2:18][OH:19].C(N(CC)C(C)C)(C)C, predict the reaction product. The product is: [NH:10]1[C:11]2[C:7](=[C:6]([O:5][CH2:4][C@@H:2]([OH:1])[CH2:3][NH:16][C@@H:17]([CH2:20][C:21]3[CH:22]=[CH:23][C:24]([OH:27])=[CH:25][CH:26]=3)[CH2:18][OH:19])[CH:14]=[CH:13][CH:12]=2)[CH:8]=[CH:9]1. (8) Given the reactants [F:1][C:2]1[CH:24]=[CH:23][CH:22]=[CH:21][C:3]=1[O:4][C:5]1[C:18](=[O:19])[N:17]([CH3:20])[C:8]2[N:9]=[C:10](S(C)(=O)=O)[N:11]=[CH:12][C:7]=2[CH:6]=1.[N:25]1[CH:30]=[CH:29][CH:28]=[CH:27][C:26]=1[CH2:31][NH2:32], predict the reaction product. The product is: [F:1][C:2]1[CH:24]=[CH:23][CH:22]=[CH:21][C:3]=1[O:4][C:5]1[C:18](=[O:19])[N:17]([CH3:20])[C:8]2[N:9]=[C:10]([NH:32][CH2:31][C:26]3[CH:27]=[CH:28][CH:29]=[CH:30][N:25]=3)[N:11]=[CH:12][C:7]=2[CH:6]=1. (9) Given the reactants Cl[C:2]1[CH:7]=[C:6]([C:8]([CH3:15])([CH3:14])[CH2:9][C:10]([CH3:13])([CH3:12])[CH3:11])[CH:5]=[C:4]([N:16]2[N:20]=[C:19]3[CH:21]=[CH:22][C:23]([C:25]([F:28])([F:27])[F:26])=[CH:24][C:18]3=[N:17]2)[C:3]=1[OH:29].[CH3:30][O:31][C:32]1[CH:37]=[CH:36][C:35](B(O)O)=[CH:34][CH:33]=1.[F-].[K+].C1(P(C2CCCCC2)C2C=CC=CC=2C2C=CC=CC=2)CCCCC1, predict the reaction product. The product is: [CH3:30][O:31][C:32]1[CH:37]=[CH:36][C:35]([C:2]2[C:3]([OH:29])=[C:4]([N:16]3[N:20]=[C:19]4[CH:21]=[CH:22][C:23]([C:25]([F:26])([F:28])[F:27])=[CH:24][C:18]4=[N:17]3)[CH:5]=[C:6]([C:8]([CH3:15])([CH3:14])[CH2:9][C:10]([CH3:11])([CH3:12])[CH3:13])[CH:7]=2)=[CH:34][CH:33]=1. (10) Given the reactants [OH:1][C:2]1[CH:7]=[CH:6][C:5]([C@H:8]([C:19]2[CH:24]=[CH:23][CH:22]=[CH:21][C:20]=2[CH3:25])[CH2:9][C:10]([C:12]2[CH:17]=[CH:16][N:15]=[C:14]([CH3:18])[CH:13]=2)=O)=[CH:4][CH:3]=1.Cl.[NH2:27][OH:28].C(=O)([O-])O.[Na+], predict the reaction product. The product is: [OH:1][C:2]1[CH:7]=[CH:6][C:5]([C@H:8]([C:19]2[CH:24]=[CH:23][CH:22]=[CH:21][C:20]=2[CH3:25])[CH2:9][C:10]([C:12]2[CH:17]=[CH:16][N:15]=[C:14]([CH3:18])[CH:13]=2)=[N:27][OH:28])=[CH:4][CH:3]=1.